This data is from Full USPTO retrosynthesis dataset with 1.9M reactions from patents (1976-2016). The task is: Predict the reactants needed to synthesize the given product. (1) Given the product [F:1][C:2]1([F:9])[CH2:5][CH:4]([CH2:6][C:7]([OH:12])=[O:8])[CH2:3]1, predict the reactants needed to synthesize it. The reactants are: [F:1][C:2]1([F:9])[CH2:5][CH:4]([CH2:6][CH2:7][OH:8])[CH2:3]1.CC(C)=[O:12].OS(O)(=O)=O.O=[Cr](=O)=O. (2) Given the product [F:16][C:3]([F:2])([F:15])[C:4]1[CH:9]=[CH:8][CH:7]=[CH:6][C:5]=1[CH2:10][S:11]([OH:14])(=[O:13])=[O:12], predict the reactants needed to synthesize it. The reactants are: [Na+].[F:2][C:3]([F:16])([F:15])[C:4]1[CH:9]=[CH:8][CH:7]=[CH:6][C:5]=1[CH2:10][S:11]([O-:14])(=[O:13])=[O:12].Cl. (3) Given the product [CH3:26][O:25][C:19]1[CH:18]=[C:17]([C:14]2[CH:15]=[CH:16][C:11]3[N:12]([C:8]([C:5]4[CH:6]=[CH:7][C:2]([N:43]5[CH:38]=[N:44][CH:41]=[N:42]5)=[CH:3][CH:4]=4)=[C:9]([CH3:27])[N:10]=3)[N:13]=2)[CH:22]=[CH:21][C:20]=1[O:23][CH3:24], predict the reactants needed to synthesize it. The reactants are: Br[C:2]1[CH:7]=[CH:6][C:5]([C:8]2[N:12]3[N:13]=[C:14]([C:17]4[CH:22]=[CH:21][C:20]([O:23][CH3:24])=[C:19]([O:25][CH3:26])[CH:18]=4)[CH:15]=[CH:16][C:11]3=[N:10][C:9]=2[CH3:27])=[CH:4][CH:3]=1.COC1C=C([C:38]2[N:43]=[N:42][C:41]([NH2:44])=CC=2)C=CC=1OC.BrC1C=CC(C(Cl)C(=O)C)=CC=1.C([O-])(O)=O.[Na+]. (4) The reactants are: [C:1]([O:5][C:6]([N:8]1[CH2:13][CH2:12][C:11]([CH2:20][C:21]2[CH:26]=[CH:25][C:24]([F:27])=[CH:23][CH:22]=2)([CH2:14]OS(C)(=O)=O)[CH2:10][CH2:9]1)=[O:7])([CH3:4])([CH3:3])[CH3:2].C([O-])([O-])=O.[Cs+].[Cs+].[NH:34]1[CH:38]=[CH:37][N:36]=[CH:35]1. Given the product [C:1]([O:5][C:6]([N:8]1[CH2:13][CH2:12][C:11]([CH2:20][C:21]2[CH:26]=[CH:25][C:24]([F:27])=[CH:23][CH:22]=2)([CH2:14][N:34]2[CH:38]=[CH:37][N:36]=[CH:35]2)[CH2:10][CH2:9]1)=[O:7])([CH3:4])([CH3:3])[CH3:2], predict the reactants needed to synthesize it. (5) Given the product [OH:5][C:6]1[CH:7]=[CH:8][C:9]([N:12]([CH3:13])[S:22]([C:19]2[CH:18]=[CH:17][C:16]([C:15]([F:14])([F:26])[F:27])=[CH:21][CH:20]=2)(=[O:24])=[O:23])=[CH:10][CH:11]=1, predict the reactants needed to synthesize it. The reactants are: S([O:5][C:6]1[CH:11]=[CH:10][C:9]([NH:12][CH3:13])=[CH:8][CH:7]=1)(O)(=O)=O.[F:14][C:15]([F:27])([F:26])[C:16]1[CH:21]=[CH:20][C:19]([S:22](Cl)(=[O:24])=[O:23])=[CH:18][CH:17]=1.O. (6) Given the product [CH3:26][C@H:21]1[CH2:22][C@@H:23]([CH3:25])[CH2:24][N:19]([C:17]([C@@H:9]2[CH2:10][C:11]3[C:16](=[CH:15][CH:14]=[CH:13][CH:12]=3)[N:8]2[C:5]2[N:6]=[N:7][CH:2]=[CH:3][CH:4]=2)=[O:18])[CH2:20]1, predict the reactants needed to synthesize it. The reactants are: Cl[C:2]1[N:7]=[N:6][C:5]([N:8]2[C:16]3[C:11](=[CH:12][CH:13]=[CH:14][CH:15]=3)[CH2:10][C@H:9]2[C:17]([N:19]2[CH2:24][C@H:23]([CH3:25])[CH2:22][C@H:21]([CH3:26])[CH2:20]2)=[O:18])=[CH:4][CH:3]=1.[OH-].[Na+]. (7) Given the product [CH2:18]([O:17][C:15](=[O:16])[CH2:14][N:4]1[CH:5]=[CH:6][C:2]([NH2:1])=[N:3]1)[CH3:19], predict the reactants needed to synthesize it. The reactants are: [NH2:1][C:2]1[CH:6]=[CH:5][NH:4][N:3]=1.CC([O-])(C)C.[K+].I[CH2:14][C:15]([O:17][CH2:18][CH3:19])=[O:16]. (8) Given the product [OH:8][CH2:9][CH:10]1[O:15][CH2:14][CH:13]([CH2:16][CH2:17][C:18]2[CH:19]=[CH:20][CH:21]=[CH:22][CH:23]=2)[N:12]([C:24]([O:26][C:27]([CH3:30])([CH3:29])[CH3:28])=[O:25])[CH2:11]1, predict the reactants needed to synthesize it. The reactants are: C([O:8][CH2:9][CH:10]1[O:15][CH2:14][CH:13]([CH2:16][CH2:17][C:18]2[CH:23]=[CH:22][CH:21]=[CH:20][CH:19]=2)[N:12]([C:24]([O:26][C:27]([CH3:30])([CH3:29])[CH3:28])=[O:25])[CH2:11]1)C1C=CC=CC=1.[H][H].